Dataset: Full USPTO retrosynthesis dataset with 1.9M reactions from patents (1976-2016). Task: Predict the reactants needed to synthesize the given product. (1) Given the product [Br:1][C:2]1[C:7](=[O:8])[N:6]([C:9]2[CH:10]=[C:11]([CH:19]=[CH:20][C:21]=2[CH3:22])[C:12]([NH:14][C@H:15]([CH3:18])[CH2:16][OH:17])=[O:13])[CH:5]=[N:4][C:3]=1[O:23][CH2:24][C:25]1[CH:30]=[CH:29][C:28]([F:31])=[CH:27][C:26]=1[F:32], predict the reactants needed to synthesize it. The reactants are: [Br:1][C:2]1[C:7](=[O:8])[N:6]([C:9]2[CH:10]=[C:11]([CH:19]=[CH:20][C:21]=2[CH3:22])[C:12]([NH:14][C@@H:15]([CH3:18])[CH2:16][OH:17])=[O:13])[CH:5]=[N:4][C:3]=1[O:23][CH2:24][C:25]1[CH:30]=[CH:29][C:28]([F:31])=[CH:27][C:26]=1[F:32].Cl.N[C@@H](C)CO. (2) Given the product [C:2]1([N+:8]([O-:9])=[CH:16][C:15]2[CH:18]=[CH:19][C:20]([S:22]([OH:25])(=[O:23])=[O:24])=[CH:21][C:14]=2[S:10]([OH:13])(=[O:12])=[O:11])[CH:7]=[CH:6][CH:5]=[CH:4][CH:3]=1, predict the reactants needed to synthesize it. The reactants are: Cl.[C:2]1([NH:8][OH:9])[CH:7]=[CH:6][CH:5]=[CH:4][CH:3]=1.[S:10]([C:14]1[CH:21]=[C:20]([S:22]([OH:25])(=[O:24])=[O:23])[CH:19]=[CH:18][C:15]=1[CH:16]=O)([OH:13])(=[O:12])=[O:11]. (3) The reactants are: [Br:1][C:2]1[CH:7]=[CH:6][CH:5]=[CH:4][C:3]=1[C:8]1[CH2:9][CH2:10][CH2:11][N:12]=1.C(O)(=O)C.[BH4-].[Na+]. Given the product [Br:1][C:2]1[CH:7]=[CH:6][CH:5]=[CH:4][C:3]=1[CH:8]1[CH2:9][CH2:10][CH2:11][NH:12]1, predict the reactants needed to synthesize it. (4) Given the product [C:38]([O:42][N:43]=[C:44]1[C:53]2[C:48](=[CH:49][CH:50]=[C:51]([CH2:20][N:21]3[CH2:25][CH2:1][O:24][CH2:23][CH2:22]3)[CH:52]=2)[O:47][C:46]([C:55]2[N:56]=[CH:57][C:58]3[C:63]([CH:64]=2)=[CH:62][CH:61]=[CH:60][CH:59]=3)=[CH:45]1)([CH3:41])([CH3:40])[CH3:39], predict the reactants needed to synthesize it. The reactants are: [C:1]1(P(C2C=CC=CC=2)C2C=CC=CC=2)C=CC=CC=1.[CH3:20][N:21]([CH3:25])[CH2:22][CH2:23][OH:24].CCOC(/N=N/C(OCC)=O)=O.[C:38]([O:42][N:43]=[C:44]1[C:53]2[C:48](=[CH:49][CH:50]=[C:51](O)[CH:52]=2)[O:47][C:46]([C:55]2[N:56]=[CH:57][C:58]3[C:63]([CH:64]=2)=[CH:62][CH:61]=[CH:60][CH:59]=3)=[CH:45]1)([CH3:41])([CH3:40])[CH3:39].[Na]. (5) Given the product [CH3:46][C@H:44]1[CH2:43][NH:42][C@H:41]([C:38]2[NH:39][CH:40]=[C:36]([C:33]3[CH:34]=[CH:35][C:30]([C:25]4[CH:24]=[CH:23][C:22]5[C:27](=[CH:28][CH:29]=[C:20]([C:18]6[N:19]=[C:15]([C@@H:10]7[CH2:11][C@@H:12]([CH3:14])[CH2:13][NH:9]7)[NH:16][CH:17]=6)[CH:21]=5)[CH:26]=4)=[CH:31][CH:32]=3)[N:37]=2)[CH2:45]1, predict the reactants needed to synthesize it. The reactants are: Cl.C(OC([N:9]1[CH2:13][C@H:12]([CH3:14])[CH2:11][C@H:10]1[C:15]1[NH:16][CH:17]=[C:18]([C:20]2[CH:21]=[C:22]3[C:27](=[CH:28][CH:29]=2)[CH:26]=[C:25]([C:30]2[CH:35]=[CH:34][C:33]([C:36]4[N:37]=[C:38]([C@@H:41]5[CH2:45][C@@H:44]([CH3:46])[CH2:43][N:42]5C(OC(C)(C)C)=O)[NH:39][CH:40]=4)=[CH:32][CH:31]=2)[CH:24]=[CH:23]3)[N:19]=1)=O)(C)(C)C. (6) Given the product [OH:26][CH2:27][C:28]([NH:31][S:32]([C:35]1[S:39][C:38]([C:2]#[C:1][C:3]2[CH:4]=[N:5][N:6]3[C:11]([C:12]([F:14])([F:13])[F:15])=[CH:10][C:9]([C:16]4[CH:21]=[CH:20][CH:19]=[C:18]([C:22]([F:25])([F:24])[F:23])[CH:17]=4)=[N:8][C:7]=23)=[N:37][CH:36]=1)(=[O:34])=[O:33])([CH3:30])[CH3:29], predict the reactants needed to synthesize it. The reactants are: [C:1]([C:3]1[CH:4]=[N:5][N:6]2[C:11]([C:12]([F:15])([F:14])[F:13])=[CH:10][C:9]([C:16]3[CH:21]=[CH:20][CH:19]=[C:18]([C:22]([F:25])([F:24])[F:23])[CH:17]=3)=[N:8][C:7]=12)#[CH:2].[OH:26][CH2:27][C:28]([NH:31][S:32]([C:35]1[S:39][C:38](Cl)=[N:37][CH:36]=1)(=[O:34])=[O:33])([CH3:30])[CH3:29]. (7) Given the product [NH2:10][CH2:11][CH2:12][CH2:13][CH2:14][C@H:15]([NH:27][C:28]([C@H:30]1[CH2:35][CH2:34][CH2:33][N:32]([C:36](=[O:45])[CH2:37][CH2:38][C:39]2[CH:40]=[CH:41][CH:42]=[CH:43][CH:44]=2)[CH2:31]1)=[O:29])[C:16]([C:18]1[S:19][C:20]2[CH:26]=[CH:25][CH:24]=[CH:23][C:21]=2[N:22]=1)=[O:17], predict the reactants needed to synthesize it. The reactants are: C(OC(=O)[NH:10][CH2:11][CH2:12][CH2:13][CH2:14][C@H:15]([NH:27][C:28]([C@H:30]1[CH2:35][CH2:34][CH2:33][N:32]([C:36](=[O:45])[CH2:37][CH2:38][C:39]2[CH:44]=[CH:43][CH:42]=[CH:41][CH:40]=2)[CH2:31]1)=[O:29])[C:16]([C:18]1[S:19][C:20]2[CH:26]=[CH:25][CH:24]=[CH:23][C:21]=2[N:22]=1)=[O:17])C1C=CC=CC=1.Br.CC(O)=O.O.